From a dataset of Full USPTO retrosynthesis dataset with 1.9M reactions from patents (1976-2016). Predict the reactants needed to synthesize the given product. (1) The reactants are: B1([O-])OO1.[OH2:5].[OH2:6].O.O.[Na+].C(O)(=O)C.[NH2:14][C:15]1[NH:19][N:18]=[CH:17][C:16]=1[C:20]([O:22][CH2:23][CH3:24])=[O:21]. Given the product [N+:14]([C:15]1[NH:19][N:18]=[CH:17][C:16]=1[C:20]([O:22][CH2:23][CH3:24])=[O:21])([O-:6])=[O:5], predict the reactants needed to synthesize it. (2) Given the product [CH2:38]([N:45]1[CH2:50][CH2:49][C:48]([O:54][CH2:55][CH3:56])([O:51][CH2:52][CH3:53])[CH:47]([NH:57][C:3]([C:5]2[C:13]3[C:8](=[CH:9][C:10]([C:14]4[CH:19]=[C:18]([F:20])[C:17]([O:21][CH2:22][O:23][CH2:24][CH2:25][Si:26]([CH3:29])([CH3:27])[CH3:28])=[CH:16][C:15]=4[CH2:30][CH3:31])=[CH:11][CH:12]=3)[N:7]([CH:32]3[CH2:37][CH2:36][CH2:35][CH2:34][O:33]3)[N:6]=2)=[NH:4])[CH2:46]1)[C:39]1[CH:40]=[CH:41][CH:42]=[CH:43][CH:44]=1, predict the reactants needed to synthesize it. The reactants are: CO[C:3]([C:5]1[C:13]2[C:8](=[CH:9][C:10]([C:14]3[CH:19]=[C:18]([F:20])[C:17]([O:21][CH2:22][O:23][CH2:24][CH2:25][Si:26]([CH3:29])([CH3:28])[CH3:27])=[CH:16][C:15]=3[CH2:30][CH3:31])=[CH:11][CH:12]=2)[N:7]([CH:32]2[CH2:37][CH2:36][CH2:35][CH2:34][O:33]2)[N:6]=1)=[NH:4].[CH2:38]([N:45]1[CH2:50][CH2:49][C:48]([O:54][CH2:55][CH3:56])([O:51][CH2:52][CH3:53])[CH:47]([NH2:57])[CH2:46]1)[C:39]1[CH:44]=[CH:43][CH:42]=[CH:41][CH:40]=1.C(O)(=O)C. (3) Given the product [CH3:22][N:21]1[C:13](=[O:14])[C@@H:12]([NH:11][C:9](=[O:10])[O:8][CH2:1][C:2]2[CH:7]=[CH:6][CH:5]=[CH:4][CH:3]=2)[CH2:17][O:18][CH2:19][CH2:20]1, predict the reactants needed to synthesize it. The reactants are: [CH2:1]([O:8][C:9]([NH:11][C@@H:12]([CH2:17][O:18][CH2:19][CH2:20][NH:21][CH3:22])[C:13](OC)=[O:14])=[O:10])[C:2]1[CH:7]=[CH:6][CH:5]=[CH:4][CH:3]=1.C(OCC)(=O)C.C[Al](C)C. (4) Given the product [CH3:26][C:20]1[CH:21]=[C:22]([OH:25])[CH:23]=[CH:24][C:19]=1[C:17]1[N:14]=[C:12]([NH:11]/[N:10]=[CH:1]/[CH:2]=[CH:3]/[C:4]2[CH:9]=[CH:8][CH:7]=[CH:6][CH:5]=2)[S:13][CH:16]=1, predict the reactants needed to synthesize it. The reactants are: [CH:1](=[N:10][NH:11][C:12]([NH2:14])=[S:13])[CH:2]=[CH:3][C:4]1[CH:9]=[CH:8][CH:7]=[CH:6][CH:5]=1.Br[CH2:16][C:17]([C:19]1[CH:24]=[CH:23][C:22]([OH:25])=[CH:21][C:20]=1[CH3:26])=O. (5) Given the product [Br:21][C:22]1[CH:27]=[CH:26][CH:25]=[CH:24][C:23]=1[S:28]([NH:1][C@@H:2]1[CH2:6][CH2:5][N:4]([C:7]#[N:16])[CH2:3]1)(=[O:30])=[O:29], predict the reactants needed to synthesize it. The reactants are: [NH2:1][C@@H:2]1[CH2:6][CH2:5][N:4]([C:7](OC(C)(C)C)=O)[CH2:3]1.C([N:16](CC)CC)C.[Br:21][C:22]1[CH:27]=[CH:26][CH:25]=[CH:24][C:23]=1[S:28](Cl)(=[O:30])=[O:29].CCN(C(C)C)C(C)C.BrC#N. (6) Given the product [O:40]1[C:36]2=[CH:37][CH:38]=[CH:39][C:35]2=[CH:34][CH:33]=[C:32]1[N:25]([C:26]1[CH:31]=[CH:30][CH:29]=[CH:28][CH:27]=1)[C:24]([C:5]1([CH2:10][CH2:11][C:12]2[CH:13]=[CH:14][C:15]([CH:18]=[CH:19][C:20]([CH3:23])([CH3:21])[CH3:22])=[CH:16][CH:17]=2)[CH:6]=[CH:7][CH:8]=[CH:9][CH:4]1[C:3]([OH:42])=[O:2])=[O:41], predict the reactants needed to synthesize it. The reactants are: C[O:2][C:3](=[O:42])[CH:4]1[CH:9]=[CH:8][CH:7]=[CH:6][C:5]1([C:24](=[O:41])[N:25]([C:32]1[O:40][C:36]2=[CH:37][CH:38]=[CH:39][C:35]2=[CH:34][CH:33]=1)[C:26]1[CH:31]=[CH:30][CH:29]=[CH:28][CH:27]=1)[CH2:10][CH2:11][C:12]1[CH:17]=[CH:16][C:15]([CH:18]=[CH:19][C:20]([CH3:23])([CH3:22])[CH3:21])=[CH:14][CH:13]=1.[OH-].[Na+].